From a dataset of Reaction yield outcomes from USPTO patents with 853,638 reactions. Predict the reaction yield, written as a fraction of the theoretical maximum amount of product (1.0 means a 100% yield; for example, 0.34 means a 34% yield). (1) The catalyst is CC(C)=O. The yield is 0.970. The product is [Br:11][C:12]1[C:17]([O:18][CH2:1][O:2][CH3:3])=[CH:16][CH:15]=[C:14]([N+:19]([O-:21])=[O:20])[N:13]=1. The reactants are [CH3:1][O:2][CH2:3]Cl.C(=O)([O-])[O-].[K+].[K+].[Br:11][C:12]1[C:17]([OH:18])=[CH:16][CH:15]=[C:14]([N+:19]([O-:21])=[O:20])[N:13]=1. (2) The reactants are Br[C:2](Br)=[C:3]([C:12]1[CH:17]=[CH:16][CH:15]=[CH:14][C:13]=1[NH2:18])[C:4]#[C:5][C:6]1[CH:11]=[CH:10][CH:9]=[CH:8][CH:7]=1.[C:20]1(B(O)O)[CH:25]=[CH:24][CH:23]=[CH:22][CH:21]=1.[O-]P([O-])([O-])=O.[K+].[K+].[K+].O. The catalyst is C1(C)C=CC=CC=1.CC([O-])=O.CC([O-])=O.[Pd+2].COC1C=CC=C(OC)C=1C1C=CC=CC=1P(C1CCCCC1)C1CCCCC1. The product is [C:20]1([C:2]2[NH:18][C:13]3[C:12]([C:3]=2[C:4]#[C:5][C:6]2[CH:11]=[CH:10][CH:9]=[CH:8][CH:7]=2)=[CH:17][CH:16]=[CH:15][CH:14]=3)[CH:25]=[CH:24][CH:23]=[CH:22][CH:21]=1. The yield is 0.770. (3) The reactants are [C:1]1([CH:7]([CH3:11])[CH2:8][CH:9]=O)[CH:6]=[CH:5][CH:4]=[CH:3][CH:2]=1.[C:12]([NH:16][OH:17])([CH3:15])([CH3:14])[CH3:13]. The yield is 0.928. The catalyst is C1C=CC=CC=1. The product is [C:12]([N+:16]([O-:17])=[CH:9][CH2:8][CH:7]([C:1]1[CH:6]=[CH:5][CH:4]=[CH:3][CH:2]=1)[CH3:11])([CH3:15])([CH3:14])[CH3:13]. (4) The product is [OH:1][C:2]1([C:12]#[C:13][C:14]2[CH:23]=[CH:22][CH:21]=[CH:20][C:15]=2[C:16]([OH:18])=[O:17])[C:7]([CH3:8])([CH3:9])[CH:6]2[CH2:10][C:3]1([CH3:11])[CH2:4][CH2:5]2. The reactants are [OH:1][C:2]1([C:12]#[C:13][C:14]2[CH:23]=[CH:22][CH:21]=[CH:20][C:15]=2[C:16]([O:18]C)=[O:17])[C:7]([CH3:9])([CH3:8])[CH:6]2[CH2:10][C:3]1([CH3:11])[CH2:4][CH2:5]2.O.[OH-].[Na+].Cl. The catalyst is C(O)C. The yield is 0.910. (5) The product is [Cl:1][C:2]1[C:3]([O:12][C:13]2[CH:20]=[C:19]([O:21][CH2:22][O:23][CH3:24])[CH:18]=[CH:17][C:14]=2[CH2:26][CH:27]=[O:28])=[N:4][CH:5]=[C:6]([C:8]([F:9])([F:11])[F:10])[CH:7]=1. The catalyst is O1CCCC1. The yield is 0.200. The reactants are [Cl:1][C:2]1[C:3]([O:12][C:13]2[CH:20]=[C:19]([O:21][CH2:22][O:23][CH3:24])[CH:18]=[CH:17][C:14]=2C=O)=[N:4][CH:5]=[C:6]([C:8]([F:11])([F:10])[F:9])[CH:7]=1.Br[CH2:26][C:27](OCC)=[O:28].C(O)(C)(C)C.CC(C)([O-])C.[K+]. (6) The reactants are C(OC(=O)[NH:10][C@H:11]1[CH2:15][CH2:14][C@@H:13]([N:16]([C:18]([O:20][C:21]([CH3:24])([CH3:23])[CH3:22])=[O:19])[CH3:17])[CH2:12]1)C1C=CC=CC=1. The catalyst is O1CCCC1.[Pd]. The product is [C:21]([O:20][C:18](=[O:19])[N:16]([C@@H:13]1[CH2:14][CH2:15][C@H:11]([NH2:10])[CH2:12]1)[CH3:17])([CH3:24])([CH3:22])[CH3:23]. The yield is 1.00. (7) The yield is 0.820. The catalyst is COCCOC.C1C=CC([P]([Pd]([P](C2C=CC=CC=2)(C2C=CC=CC=2)C2C=CC=CC=2)([P](C2C=CC=CC=2)(C2C=CC=CC=2)C2C=CC=CC=2)[P](C2C=CC=CC=2)(C2C=CC=CC=2)C2C=CC=CC=2)(C2C=CC=CC=2)C2C=CC=CC=2)=CC=1. The reactants are Br[C:2]1[S:6][C:5]([C:7]([C:9]2[CH:17]=[C:16]3[C:12]([CH:13]=[C:14]([C:33]4[CH:48]=[CH:47][C:36]([C:37]([O:39][CH2:40][C:41]5[CH:46]=[CH:45][CH:44]=[CH:43][CH:42]=5)=[O:38])=[CH:35][CH:34]=4)[N:15]3[CH2:18][CH2:19][CH2:20][CH2:21][N:22]3[C:30](=[O:31])[C:29]4[C:24](=[CH:25][CH:26]=[CH:27][CH:28]=4)[C:23]3=[O:32])=[CH:11][CH:10]=2)=[O:8])=[CH:4][C:3]=1[CH2:49][C:50]([O:52][CH2:53][CH3:54])=[O:51].[F-].[Cs+].[OH:57][C:58]1[CH:59]=[C:60](B(O)O)[CH:61]=[CH:62][CH:63]=1.O. The product is [O:31]=[C:30]1[C:29]2[C:24](=[CH:25][CH:26]=[CH:27][CH:28]=2)[C:23](=[O:32])[N:22]1[CH2:21][CH2:20][CH2:19][CH2:18][N:15]1[C:16]2[C:12](=[CH:11][CH:10]=[C:9]([C:7]([C:5]3[S:6][C:2]([C:62]4[CH:61]=[CH:60][CH:59]=[C:58]([OH:57])[CH:63]=4)=[C:3]([CH2:49][C:50]([O:52][CH2:53][CH3:54])=[O:51])[CH:4]=3)=[O:8])[CH:17]=2)[CH:13]=[C:14]1[C:33]1[CH:48]=[CH:47][C:36]([C:37]([O:39][CH2:40][C:41]2[CH:42]=[CH:43][CH:44]=[CH:45][CH:46]=2)=[O:38])=[CH:35][CH:34]=1.